This data is from Reaction yield outcomes from USPTO patents with 853,638 reactions. The task is: Predict the reaction yield, written as a fraction of the theoretical maximum amount of product (1.0 means a 100% yield; for example, 0.34 means a 34% yield). (1) The reactants are C1(P(C2C=CC=CC=2)C2C=CC=CC=2)C=CC=CC=1.BrN1C(=O)CCC1=O.[CH:28]1([CH2:33][CH:34]([C:38]2[CH:43]=[CH:42][C:41]([N:44]3[C:48]([CH3:49])=[N:47][N:46]=[N:45]3)=[C:40]([F:50])[CH:39]=2)[C:35](O)=[O:36])[CH2:32][CH2:31][CH2:30][CH2:29]1.[NH2:51][C:52]1[CH:57]=[CH:56][C:55]([Br:58])=[CH:54][N:53]=1. The catalyst is C(Cl)Cl. The product is [Br:58][C:55]1[CH:56]=[CH:57][C:52]([NH:51][C:35](=[O:36])[CH:34]([C:38]2[CH:43]=[CH:42][C:41]([N:44]3[C:48]([CH3:49])=[N:47][N:46]=[N:45]3)=[C:40]([F:50])[CH:39]=2)[CH2:33][CH:28]2[CH2:29][CH2:30][CH2:31][CH2:32]2)=[N:53][CH:54]=1. The yield is 0.730. (2) The reactants are [N+:1]([C:4]1[CH:9]=[C:8]([O:10][CH2:11][CH2:12][CH3:13])[CH:7]=[CH:6][C:5]=1[NH:14][C:15](=[O:23])[CH2:16][CH:17]1[CH2:22][CH2:21][CH2:20][CH2:19][NH:18]1)([O-])=O. The catalyst is [Pd].CCO. The product is [NH2:1][C:4]1[CH:9]=[C:8]([O:10][CH2:11][CH2:12][CH3:13])[CH:7]=[CH:6][C:5]=1[NH:14][C:15](=[O:23])[CH2:16][CH:17]1[CH2:22][CH2:21][CH2:20][CH2:19][NH:18]1. The yield is 0.930. (3) The reactants are C(NC(C)C)(C)C.C([Li])CCC.[CH3:13][O:14][C:15](=[O:26])[CH2:16][C:17]1[CH:22]=[CH:21][C:20]([S:23][CH3:24])=[C:19]([Br:25])[CH:18]=1.I[CH2:28][CH:29]1[CH2:33][CH2:32][CH2:31][CH2:30]1. The catalyst is O1CCCC1.CN1CCCN(C)C1=O. The product is [CH3:13][O:14][C:15](=[O:26])[CH:16]([C:17]1[CH:22]=[CH:21][C:20]([S:23][CH3:24])=[C:19]([Br:25])[CH:18]=1)[CH2:28][CH:29]1[CH2:33][CH2:32][CH2:31][CH2:30]1. The yield is 0.570. (4) The reactants are [CH2:1]([CH:8]([C:22](=[O:34])[CH:23]=[CH:24][C:25]1[CH:30]=[CH:29][C:28]([OH:31])=[C:27]([O:32][CH3:33])[CH:26]=1)[C:9](=[O:21])[CH:10]=[CH:11][C:12]1[CH:17]=[CH:16][C:15]([OH:18])=[C:14]([O:19][CH3:20])[CH:13]=1)[C:2]1[CH:7]=[CH:6][CH:5]=[CH:4][CH:3]=1. The catalyst is [Pd].C(OCC)(=O)C. The product is [CH2:1]([CH:8]([C:9](=[O:21])[CH2:10][CH2:11][C:12]1[CH:17]=[CH:16][C:15]([OH:18])=[C:14]([O:19][CH3:20])[CH:13]=1)[C:22](=[O:34])[CH2:23][CH2:24][C:25]1[CH:30]=[CH:29][C:28]([OH:31])=[C:27]([O:32][CH3:33])[CH:26]=1)[C:2]1[CH:7]=[CH:6][CH:5]=[CH:4][CH:3]=1. The yield is 0.480. (5) The yield is 0.470. The product is [Cl:16][CH2:15][C:2]1[C:35]([C:36]([O:38][CH2:39][CH3:40])=[O:37])=[C:34]([CH3:41])[N:33]=[C:4]([C:6]2[CH:11]=[CH:10][CH:9]=[C:8]([N+:12]([O-:14])=[O:13])[CH:7]=2)[CH:3]=1. The catalyst is CO. The reactants are Cl/[C:2](/[CH2:15][Cl:16])=[CH:3]/[C:4]([C:6]1[CH:11]=[CH:10][CH:9]=[C:8]([N+:12]([O-:14])=[O:13])[CH:7]=1)=O.Cl/C(/CCl)=C\C(C1C=CC=C([N+]([O-])=O)C=1)=O.[NH2:33]/[C:34](/[CH3:41])=[CH:35]/[C:36]([O:38][CH2:39][CH3:40])=[O:37].C(N(CC)CC)C. (6) The reactants are [F:1][C:2]1[CH:7]=[CH:6][C:5]([N:8]2[C:12]([C:13]3[N:14]=[CH:15][NH:16][CH:17]=3)=[C:11]([CH3:18])[N:10]=[N:9]2)=[CH:4][CH:3]=1.Cl[C:20]1[CH:25]=[CH:24][C:23]([C:26]([F:29])([F:28])[F:27])=[CH:22][N:21]=1.C(=O)([O-])[O-].[K+].[K+].O. The catalyst is CN(C=O)C. The product is [F:1][C:2]1[CH:7]=[CH:6][C:5]([N:8]2[C:12]([C:13]3[N:14]=[CH:15][N:16]([C:20]4[CH:25]=[CH:24][C:23]([C:26]([F:29])([F:28])[F:27])=[CH:22][N:21]=4)[CH:17]=3)=[C:11]([CH3:18])[N:10]=[N:9]2)=[CH:4][CH:3]=1. The yield is 0.600.